This data is from CYP1A2 inhibition data for predicting drug metabolism from PubChem BioAssay. The task is: Regression/Classification. Given a drug SMILES string, predict its absorption, distribution, metabolism, or excretion properties. Task type varies by dataset: regression for continuous measurements (e.g., permeability, clearance, half-life) or binary classification for categorical outcomes (e.g., BBB penetration, CYP inhibition). Dataset: cyp1a2_veith. (1) The drug is O=C(O)[C@H]1[C@@H]2C=C[C@H](O2)[C@@H]1C(=O)Nc1ccccc1. The result is 0 (non-inhibitor). (2) The molecule is COC(=O)c1cc(NC(=O)N2c3ccccc3Sc3ccccc32)cc(C(=O)OC)c1. The result is 1 (inhibitor). (3) The drug is COCC(=O)N1CCC2(CCN(Cc3ccccc3OC)CC2)CC1. The result is 0 (non-inhibitor). (4) The compound is O=c1cnc2cnc(Oc3cccc(Cl)c3)nc2n1C1CC1. The result is 1 (inhibitor).